This data is from Forward reaction prediction with 1.9M reactions from USPTO patents (1976-2016). The task is: Predict the product of the given reaction. Given the reactants Br[C:2]1[CH:10]=[C:9]2[C:5]([C:6]([CH3:20])([CH3:19])[C:7](=[O:18])[N:8]2[CH2:11][CH2:12][CH2:13][O:14][CH:15]2[CH2:17][CH2:16]2)=[CH:4][CH:3]=1.C([O-])([O-])=O.[K+].[K+].[NH:27]1CCC[C@H]1C(O)=O.[OH-].[NH4+], predict the reaction product. The product is: [NH2:27][C:2]1[CH:10]=[C:9]2[C:5]([C:6]([CH3:20])([CH3:19])[C:7](=[O:18])[N:8]2[CH2:11][CH2:12][CH2:13][O:14][CH:15]2[CH2:17][CH2:16]2)=[CH:4][CH:3]=1.